Dataset: Reaction yield outcomes from USPTO patents with 853,638 reactions. Task: Predict the reaction yield, written as a fraction of the theoretical maximum amount of product (1.0 means a 100% yield; for example, 0.34 means a 34% yield). The reactants are C([O:3][C:4]([C@H:6]1[CH2:11][CH2:10][C@H:9]([O:12][CH:13]2[CH2:18][CH2:17][O:16][CH2:15][CH2:14]2)[CH2:8][CH2:7]1)=[O:5])C.[O-]CC.[Na+]. The catalyst is C1(C)C=CC=CC=1.O1CCOCC1.[OH-].[Na+]. The product is [O:16]1[CH2:15][CH2:14][CH:13]([O:12][C@H:9]2[CH2:10][CH2:11][C@H:6]([C:4]([OH:5])=[O:3])[CH2:7][CH2:8]2)[CH2:18][CH2:17]1. The yield is 0.930.